This data is from Full USPTO retrosynthesis dataset with 1.9M reactions from patents (1976-2016). The task is: Predict the reactants needed to synthesize the given product. Given the product [CH:12]#[C:17][CH:1]([OH:7])[CH2:2][CH2:3][CH2:4][CH2:5][CH3:6], predict the reactants needed to synthesize it. The reactants are: [CH:1](=[O:7])[CH2:2][CH2:3][CH2:4][CH2:5][CH3:6].[C-]#[C-].[Na+].[Na+].[C:12]1(C)C(C)=CC=C[CH:17]=1.